This data is from Full USPTO retrosynthesis dataset with 1.9M reactions from patents (1976-2016). The task is: Predict the reactants needed to synthesize the given product. (1) Given the product [CH2:30]([O:32][CH2:33][CH2:34][O:1][C:2]1[CH:3]=[C:4]([CH3:29])[C:5]([C:9]2[CH:14]=[CH:13][CH:12]=[C:11]([CH2:15][O:16][C:17]3[CH:18]=[CH:19][C:20]([CH2:23][CH2:24][C:25]([O:27][CH3:28])=[O:26])=[CH:21][CH:22]=3)[CH:10]=2)=[C:6]([CH3:8])[CH:7]=1)[CH3:31], predict the reactants needed to synthesize it. The reactants are: [OH:1][C:2]1[CH:7]=[C:6]([CH3:8])[C:5]([C:9]2[CH:14]=[CH:13][CH:12]=[C:11]([CH2:15][O:16][C:17]3[CH:22]=[CH:21][C:20]([CH2:23][CH2:24][C:25]([O:27][CH3:28])=[O:26])=[CH:19][CH:18]=3)[CH:10]=2)=[C:4]([CH3:29])[CH:3]=1.[CH2:30]([O:32][CH2:33][CH2:34]O)[CH3:31].C1(P(C2C=CC=CC=2)C2C=CC=CC=2)C=CC=CC=1.N(C(OCC)=O)=NC(OCC)=O. (2) Given the product [NH2:8][C:6]1[CH:5]=[CH:4][C:3]([N:11]2[CH:12]=[CH:13][C:14](=[O:17])[CH2:15][CH2:16]2)=[C:2]([F:1])[CH:7]=1, predict the reactants needed to synthesize it. The reactants are: [F:1][C:2]1[CH:7]=[C:6]([N+:8]([O-])=O)[CH:5]=[CH:4][C:3]=1[N:11]1[CH:16]=[CH:15][C:14](=[O:17])[CH2:13][CH2:12]1.C(O)(=O)C.[H][H]. (3) Given the product [Cl:3][C:4]1[CH:5]=[CH:6][C:7]([CH2:8][N:9]2[C:14](=[O:15])[C:13]([C:16]([OH:18])=[O:17])=[CH:12][N:11]=[C:10]2[NH:21][C:22]2[CH:27]=[CH:26][C:25]([O:28][CH2:29][C:30]3[CH:31]=[CH:32][C:33]([O:36][CH3:37])=[CH:34][CH:35]=3)=[CH:24][CH:23]=2)=[CH:38][CH:39]=1, predict the reactants needed to synthesize it. The reactants are: [OH-].[Li+].[Cl:3][C:4]1[CH:39]=[CH:38][C:7]([CH2:8][N:9]2[C:14](=[O:15])[C:13]([C:16]([O:18]CC)=[O:17])=[CH:12][N:11]=[C:10]2[NH:21][C:22]2[CH:27]=[CH:26][C:25]([O:28][CH2:29][C:30]3[CH:35]=[CH:34][C:33]([O:36][CH3:37])=[CH:32][CH:31]=3)=[CH:24][CH:23]=2)=[CH:6][CH:5]=1.C(O)C.Cl. (4) Given the product [ClH:29].[NH2:9][C:5]12[CH2:8][C:2]([OH:1])([CH2:7][CH2:6]1)[CH2:3][CH2:4]2, predict the reactants needed to synthesize it. The reactants are: [OH:1][C:2]12[CH2:8][C:5]([NH:9]C(=O)OCC3C=CC=CC=3)([CH2:6][CH2:7]1)[CH2:4][CH2:3]2.CO.[H][H].[OH-].[NH4+].CO.C(Cl)[Cl:29].